This data is from Reaction yield outcomes from USPTO patents with 853,638 reactions. The task is: Predict the reaction yield, written as a fraction of the theoretical maximum amount of product (1.0 means a 100% yield; for example, 0.34 means a 34% yield). (1) The product is [ClH:1].[Cl:11][C:4]1[CH:3]=[C:2]([C:15]2[CH:14]=[C:13]([Cl:12])[CH:18]=[C:17]([Cl:19])[CH:16]=2)[N:7]=[C:6]2[CH2:8][CH2:9][CH2:10][C:5]=12. The reactants are [Cl:1][C:2]1[N:7]=[C:6]2[CH2:8][CH2:9][CH2:10][C:5]2=[C:4]([Cl:11])[CH:3]=1.[Cl:12][C:13]1[CH:14]=[C:15](B(O)O)[CH:16]=[C:17]([Cl:19])[CH:18]=1. No catalyst specified. The yield is 1.00. (2) The reactants are [CH:1]1([CH2:4][N:5]2[C:14](=[O:15])[C:13]3[C:8](=[CH:9][CH:10]=[C:11]([N+:16]([O-])=O)[CH:12]=3)[N:7]([CH2:19][CH3:20])[C:6]2=[O:21])[CH2:3][CH2:2]1.[H][H]. The catalyst is C(OCC)(=O)C.[Pd]. The product is [NH2:16][C:11]1[CH:12]=[C:13]2[C:8](=[CH:9][CH:10]=1)[N:7]([CH2:19][CH3:20])[C:6](=[O:21])[N:5]([CH2:4][CH:1]1[CH2:3][CH2:2]1)[C:14]2=[O:15]. The yield is 0.775. (3) The reactants are [NH2:1][CH2:2][C:3]([N:5]1[C:13]2[C:8](=[CH:9][C:10](/[CH:14]=[CH:15]/[CH:16]([C:21]3[CH:26]=[C:25]([Cl:27])[C:24]([F:28])=[C:23]([Cl:29])[CH:22]=3)[C:17]([F:20])([F:19])[F:18])=[CH:11][CH:12]=2)[CH:7]=[CH:6]1)=[O:4].[F:30][C:31]([F:37])([F:36])[CH2:32][C:33](O)=[O:34].C1CN([P+](ON2N=NC3C=CC=CC2=3)(N2CCCC2)N2CCCC2)CC1.F[P-](F)(F)(F)(F)F.CCN(C(C)C)C(C)C. The catalyst is C(Cl)Cl. The product is [Cl:27][C:25]1[CH:26]=[C:21]([CH:16]([C:17]([F:19])([F:20])[F:18])/[CH:15]=[CH:14]/[C:10]2[CH:9]=[C:8]3[C:13](=[CH:12][CH:11]=2)[N:5]([C:3](=[O:4])[CH2:2][NH:1][C:33](=[O:34])[CH2:32][C:31]([F:37])([F:36])[F:30])[CH:6]=[CH:7]3)[CH:22]=[C:23]([Cl:29])[C:24]=1[F:28]. The yield is 0.600. (4) The reactants are C([O:3][C:4](=O)[CH2:5][C:6]([CH:9]1[CH2:11][CH2:10]1)([CH3:8])[CH3:7])C.[H-].[H-].[H-].[H-].[Li+].[Al+3]. The catalyst is O1CCCC1. The product is [CH:9]1([C:6]([CH3:8])([CH3:7])[CH2:5][CH2:4][OH:3])[CH2:11][CH2:10]1. The yield is 0.460. (5) The reactants are [CH3:1][O:2][C:3]1[CH:8]=[CH:7][C:6]([S:9][CH2:10][C:11](O)=O)=[CH:5][CH:4]=1.COC1C=CC(S)=CC=1.BrCC[CH2:26][CH2:27][C:28]([O:30]CC)=[O:29].[OH-].[K+]. The catalyst is C(O)C. The product is [CH3:1][O:2][C:3]1[CH:4]=[CH:5][C:6]([S:9][CH2:10][CH2:11][CH2:26][CH2:27][C:28]([OH:30])=[O:29])=[CH:7][CH:8]=1. The yield is 0.800. (6) The reactants are [CH2:1]([NH:8][C:9](=[O:17])[C:10]1[CH:15]=[CH:14][N:13]=[C:12](Cl)[CH:11]=1)[C:2]1[CH:7]=[CH:6][CH:5]=[CH:4][CH:3]=1.[NH:18]1[CH2:23][CH2:22][CH2:21][CH2:20][C:19]1=[O:24].CC(C)([O-])C.[Na+]. The catalyst is C1(C)C=CC=CC=1.C1(P(C2C=CC=CC=2)[C-]2C=CC=C2)C=CC=CC=1.[C-]1(P(C2C=CC=CC=2)C2C=CC=CC=2)C=CC=C1.[Fe+2].C([O-])(=O)C.[Pd+2].C([O-])(=O)C. The product is [CH2:1]([NH:8][C:9](=[O:17])[C:10]1[CH:15]=[CH:14][N:13]=[C:12]([N:18]2[CH2:23][CH2:22][CH2:21][CH2:20][C:19]2=[O:24])[CH:11]=1)[C:2]1[CH:7]=[CH:6][CH:5]=[CH:4][CH:3]=1. The yield is 0.210. (7) The reactants are [CH:1]1([N:7]2[C:12](=[O:13])[CH2:11][C:10](=[O:14])[N:9]([CH2:15][CH2:16][CH2:17][CH2:18][CH2:19][C:20]([O:22]CC)=[O:21])[C:8]2=[O:25])[CH2:6][CH2:5][CH2:4][CH2:3][CH2:2]1.C(N(C(C)C)CC)(C)C.[N:35]([CH2:38][C:39]([O:41]CC)=[O:40])=[C:36]=[O:37]. The catalyst is C(Cl)(Cl)Cl. The product is [C:39]([CH2:38][NH:35][C:36]([C:11]1[C:12](=[O:13])[N:7]([CH:1]2[CH2:2][CH2:3][CH2:4][CH2:5][CH2:6]2)[C:8](=[O:25])[N:9]([CH2:15][CH2:16][CH2:17][CH2:18][CH2:19][C:20]([OH:22])=[O:21])[C:10]=1[OH:14])=[O:37])([OH:41])=[O:40]. The yield is 0.400. (8) The reactants are [Br:1][CH2:2][C:3](=O)[C@@H:4]([NH:15]C(=O)OC(C)(C)C)[CH2:5][C:6]1[CH:11]=[CH:10][C:9]([N+:12]([O-:14])=[O:13])=[CH:8][CH:7]=1.[S:24]1[CH:28]=[CH:27][CH:26]=[C:25]1[C:29](=[S:31])[NH2:30].C(OCC)C. The catalyst is CC#N. The product is [BrH:1].[N+:12]([C:9]1[CH:8]=[CH:7][C:6]([CH2:5][C@@H:4]([C:3]2[N:30]=[C:29]([C:25]3[S:24][CH:28]=[CH:27][CH:26]=3)[S:31][CH:2]=2)[NH2:15])=[CH:11][CH:10]=1)([O-:14])=[O:13]. The yield is 0.870. (9) The reactants are Br[C:2]1[C:3]([F:22])=[C:4]2[C:8](=[C:9]([C:11]([NH2:13])=[O:12])[CH:10]=1)[NH:7][CH:6]=[C:5]2[CH:14]1[CH2:19][CH2:18][S:17](=[O:21])(=[O:20])[CH2:16][CH2:15]1.[C:23]1(B(O)O)[CH:28]=[CH:27][CH:26]=[CH:25][CH:24]=1.C([O-])([O-])=O.[K+].[K+]. The catalyst is O1CCOCC1.O.C1C=CC(P(C2C=CC=CC=2)[C-]2C=CC=C2)=CC=1.C1C=CC(P(C2C=CC=CC=2)[C-]2C=CC=C2)=CC=1.Cl[Pd]Cl.[Fe+2]. The product is [O:20]=[S:17]1(=[O:21])[CH2:18][CH2:19][CH:14]([C:5]2[C:4]3[C:8](=[C:9]([C:11]([NH2:13])=[O:12])[CH:10]=[C:2]([C:23]4[CH:28]=[CH:27][CH:26]=[CH:25][CH:24]=4)[C:3]=3[F:22])[NH:7][CH:6]=2)[CH2:15][CH2:16]1. The yield is 0.700. (10) The yield is 0.810. The catalyst is C1(C)C=CC=CC=1.O.Cl[Pd](Cl)([P](C1C=CC=CC=1)(C1C=CC=CC=1)C1C=CC=CC=1)[P](C1C=CC=CC=1)(C1C=CC=CC=1)C1C=CC=CC=1.[Cu]I. The product is [C:8]([C:6]1[C:5]([N+:12]([O-:14])=[O:13])=[CH:4][C:3]([NH:15][C:28]#[C:27][Si:24]([CH3:26])([CH3:25])[CH3:23])=[CH:2][CH:7]=1)([CH3:11])([CH3:10])[CH3:9]. The reactants are Br[C:2]1[CH:7]=[C:6]([C:8]([CH3:11])([CH3:10])[CH3:9])[C:5]([N+:12]([O-:14])=[O:13])=[CH:4][C:3]=1[NH2:15].CCN(CC)CC.[CH3:23][Si:24]([C:27]#[CH:28])([CH3:26])[CH3:25].